This data is from Reaction yield outcomes from USPTO patents with 853,638 reactions. The task is: Predict the reaction yield, written as a fraction of the theoretical maximum amount of product (1.0 means a 100% yield; for example, 0.34 means a 34% yield). (1) The reactants are [F:1][C:2]1[CH:31]=[C:30]([N+:32]([O-])=O)[CH:29]=[CH:28][C:3]=1[O:4][C:5]1[CH:10]=[CH:9][N:8]=[C:7]2[CH:11]=[C:12]([C:14]3[CH:15]=[N:16][N:17]([CH2:19][CH2:20][N:21]4[CH2:26][CH2:25][N:24]([CH3:27])[CH2:23][CH2:22]4)[CH:18]=3)[S:13][C:6]=12.[Cl-].[NH4+]. The catalyst is CO.O.[Zn]. The product is [F:1][C:2]1[CH:31]=[C:30]([CH:29]=[CH:28][C:3]=1[O:4][C:5]1[CH:10]=[CH:9][N:8]=[C:7]2[CH:11]=[C:12]([C:14]3[CH:15]=[N:16][N:17]([CH2:19][CH2:20][N:21]4[CH2:22][CH2:23][N:24]([CH3:27])[CH2:25][CH2:26]4)[CH:18]=3)[S:13][C:6]=12)[NH2:32]. The yield is 0.920. (2) The reactants are [Li][CH2:2][CH2:3][CH2:4][CH3:5].[C:6]([N:13]1[CH2:18][CH2:17][C:16](=[O:19])[CH2:15][CH2:14]1)([O:8][C:9]([CH3:12])([CH3:11])[CH3:10])=[O:7].[Cl-].[NH4+].C[CH2:23][O:24][CH2:25][CH3:26]. The catalyst is C1COCC1. The product is [C:9]([O:8][C:6]([N:13]1[CH2:18][CH2:17][C:16]([OH:19])([C:5]2[C:4]3[C:4](=[CH:3][CH:2]=[CH:2][CH:3]=3)[CH:5]=[CH:26][C:25]=2[O:24][CH3:23])[CH2:15][CH2:14]1)=[O:7])([CH3:12])([CH3:11])[CH3:10]. The yield is 0.460. (3) The reactants are C([O-])(=[O:3])C.[K+].Cl[C:7]1[C:8](F)=[CH:9][C:10](I)=[C:11](N(CC(F)(F)F)C(C2C=NN([CH:21]3[CH2:26]C[CH2:24][CH2:23][O:22]3)C=2)=O)[CH:12]=1.O. The catalyst is CN(C=O)C.C1C=CC([P]([Pd]([P](C2C=CC=CC=2)(C2C=CC=CC=2)C2C=CC=CC=2)([P](C2C=CC=CC=2)(C2C=CC=CC=2)C2C=CC=CC=2)[P](C2C=CC=CC=2)(C2C=CC=CC=2)C2C=CC=CC=2)(C2C=CC=CC=2)C2C=CC=CC=2)=CC=1. The product is [CH:7]1[CH2:8][CH2:9][CH2:10][CH2:11][CH:12]=1.[CH3:26][C:21](=[O:3])[O:22][CH2:23][CH3:24]. The yield is 0.570. (4) The reactants are [CH3:1][S:2][C:3]1[NH:8][C:7](=O)[N:6]2[N:10]=[C:11]([C:13]3[CH:18]=[CH:17][CH:16]=[CH:15][CH:14]=3)[CH:12]=[C:5]2[N:4]=1.CCN(C1C=CC=CC=1)CC.P(Cl)(Cl)([Cl:32])=O. No catalyst specified. The product is [Cl:32][C:7]1[N:6]2[N:10]=[C:11]([C:13]3[CH:18]=[CH:17][CH:16]=[CH:15][CH:14]=3)[CH:12]=[C:5]2[N:4]=[C:3]([S:2][CH3:1])[N:8]=1. The yield is 0.860. (5) The reactants are CC1(C)C(C)(C)OB([C:9]2[CH:17]=[CH:16][CH:15]=[C:14]3[C:10]=2[CH:11]=[CH:12][NH:13]3)O1.[Br:19][C:20]1[CH:25]=[CH:24][C:23](Br)=[CH:22][CH:21]=1.[OH-].[Na+]. The catalyst is C1COCC1.[Pd].C(OCC)(=O)C. The product is [Br:19][C:20]1[CH:25]=[CH:24][C:23]([C:9]2[CH:17]=[CH:16][CH:15]=[C:14]3[C:10]=2[CH:11]=[CH:12][NH:13]3)=[CH:22][CH:21]=1. The yield is 0.550.